Dataset: Peptide-MHC class I binding affinity with 185,985 pairs from IEDB/IMGT. Task: Regression. Given a peptide amino acid sequence and an MHC pseudo amino acid sequence, predict their binding affinity value. This is MHC class I binding data. (1) The peptide sequence is GYLEGTRTL. The MHC is HLA-B08:03 with pseudo-sequence HLA-B08:03. The binding affinity (normalized) is 0.0847. (2) The peptide sequence is LAVFPAMFW. The MHC is HLA-B39:01 with pseudo-sequence HLA-B39:01. The binding affinity (normalized) is 0.0847. (3) The peptide sequence is VVARLGVPY. The MHC is HLA-A02:16 with pseudo-sequence HLA-A02:16. The binding affinity (normalized) is 0.0847. (4) The peptide sequence is KAYKIISLK. The MHC is HLA-A03:01 with pseudo-sequence HLA-A03:01. The binding affinity (normalized) is 0.778. (5) The peptide sequence is LGENMAPEK. The MHC is HLA-A33:01 with pseudo-sequence HLA-A33:01. The binding affinity (normalized) is 0. (6) The peptide sequence is YLDLALMSV. The MHC is HLA-A02:07 with pseudo-sequence HLA-A02:07. The binding affinity (normalized) is 0.650.